Dataset: Catalyst prediction with 721,799 reactions and 888 catalyst types from USPTO. Task: Predict which catalyst facilitates the given reaction. (1) Reactant: C(N(CC)CC)C.Cl.[NH2:9][CH2:10][CH2:11][C:12]([O:14][CH2:15][CH3:16])=[O:13].Cl[C:18](=[O:25])[CH2:19][C:20]([O:22][CH2:23][CH3:24])=[O:21]. Product: [CH2:23]([O:22][C:20](=[O:21])[CH2:19][C:18]([NH:9][CH2:10][CH2:11][C:12]([O:14][CH2:15][CH3:16])=[O:13])=[O:25])[CH3:24]. The catalyst class is: 4. (2) Reactant: [C:1]([C:5]1[CH:6]=[C:7]([C:17]2[S:18][CH:19]=[C:20]([CH:22]3[CH2:27][CH2:26][NH:25][CH2:24][CH2:23]3)[N:21]=2)[CH:8]=[C:9]([C:13]([CH3:16])([CH3:15])[CH3:14])[C:10]=1[O:11][CH3:12])([CH3:4])([CH3:3])[CH3:2].[N:28]1[C:36]2[C:31](=[N:32][CH:33]=[CH:34][CH:35]=2)[N:30]([CH2:37][C:38](O)=[O:39])[CH:29]=1.CN1CCOCC1.O.ON1C2C=CC=CC=2N=N1.C(Cl)CCl.C(=O)(O)[O-].[Na+]. Product: [C:13]([C:9]1[CH:8]=[C:7]([C:17]2[S:18][CH:19]=[C:20]([CH:22]3[CH2:27][CH2:26][N:25]([C:38](=[O:39])[CH2:37][N:30]4[C:31]5=[N:32][CH:33]=[CH:34][CH:35]=[C:36]5[N:28]=[CH:29]4)[CH2:24][CH2:23]3)[N:21]=2)[CH:6]=[C:5]([C:1]([CH3:2])([CH3:3])[CH3:4])[C:10]=1[O:11][CH3:12])([CH3:16])([CH3:15])[CH3:14]. The catalyst class is: 3. (3) Reactant: [NH2:1][C@@H:2]([CH2:29][C:30]1[CH:35]=[CH:34][C:33]([C:36]2[S:37][CH:38]=[CH:39][N:40]=2)=[CH:32][CH:31]=1)[CH2:3][C@H:4]([O:21][Si:22]([C:25]([CH3:28])([CH3:27])[CH3:26])([CH3:24])[CH3:23])[C@@H:5]([NH:13][C:14](=[O:20])[O:15][C:16]([CH3:19])([CH3:18])[CH3:17])[CH2:6][C:7]1[CH:12]=[CH:11][CH:10]=[CH:9][CH:8]=1.[CH3:41][O:42][C:43]([NH:45][C@@H:46]([C:50]([CH3:53])([CH3:52])[CH3:51])[C:47](O)=[O:48])=[O:44].CCOP(ON1N=NC2C=CC=CC=2C1=O)(OCC)=O.C(N(CC)C(C)C)(C)C. Product: [C:16]([O:15][C:14]([NH:13][C@@H:5]([CH2:6][C:7]1[CH:12]=[CH:11][CH:10]=[CH:9][CH:8]=1)[C@@H:4]([O:21][Si:22]([C:25]([CH3:28])([CH3:27])[CH3:26])([CH3:24])[CH3:23])[CH2:3][C@@H:2]([NH:1][C:47](=[O:48])[C@H:46]([C:50]([CH3:52])([CH3:51])[CH3:53])[NH:45][C:43]([O:42][CH3:41])=[O:44])[CH2:29][C:30]1[CH:31]=[CH:32][C:33]([C:36]2[S:37][CH:38]=[CH:39][N:40]=2)=[CH:34][CH:35]=1)=[O:20])([CH3:17])([CH3:18])[CH3:19]. The catalyst class is: 7. (4) Product: [OH:8][CH2:9][CH2:10][C@H:11]1[C:16]2[CH:17]=[CH:18][C:19]([S:21]([NH2:24])(=[O:23])=[O:22])=[CH:20][C:15]=2[CH2:14][CH2:13][O:12]1. Reactant: [Si]([O:8][CH2:9][CH2:10][C@H:11]1[C:16]2[CH:17]=[CH:18][C:19]([S:21]([NH2:24])(=[O:23])=[O:22])=[CH:20][C:15]=2[CH2:14][CH2:13][O:12]1)(C(C)(C)C)(C)C.[F-].C([N+](CCCC)(CCCC)CCCC)CCC. The catalyst class is: 7. (5) Reactant: [NH2:1][C:2]1[CH:3]=[C:4]([C@@H:21]2[CH2:23][C@@H:22]2[C:24]([O:26][CH2:27][CH3:28])=[O:25])[CH:5]=[CH:6][C:7]=1[N:8]([CH:15]1[CH2:20][CH2:19][CH2:18][CH2:17][CH2:16]1)[CH2:9][CH2:10][C:11]([F:14])([F:13])[F:12].[C:29](Cl)(=O)[O:30]C1C=CC([N+]([O-])=O)=CC=1.[NH2:42][C:43]1[CH:48]=[CH:47][C:46]([CH3:49])=[CH:45][CH:44]=1.C(N(CC)CC)C. Product: [CH:15]1([N:8]([CH2:9][CH2:10][C:11]([F:12])([F:13])[F:14])[C:7]2[CH:6]=[CH:5][C:4]([C@@H:21]3[CH2:23][C@@H:22]3[C:24]([O:26][CH2:27][CH3:28])=[O:25])=[CH:3][C:2]=2[NH:1][C:29]([NH:42][C:43]2[CH:48]=[CH:47][C:46]([CH3:49])=[CH:45][CH:44]=2)=[O:30])[CH2:20][CH2:19][CH2:18][CH2:17][CH2:16]1. The catalyst class is: 1. (6) Reactant: [Br:1][C:2]1[CH:3]=[CH:4][C:5]([F:11])=[C:6]([CH:10]=1)[C:7]([OH:9])=O.[Cl:12][C:13]1[CH:14]=[C:15]([NH2:20])[C:16]([NH2:19])=[CH:17][CH:18]=1.CN(C(ON1N=NC2C=CC=NC1=2)=[N+](C)C)C.F[P-](F)(F)(F)(F)F.O. Product: [NH2:19][C:16]1[CH:17]=[CH:18][C:13]([Cl:12])=[CH:14][C:15]=1[NH:20][C:7](=[O:9])[C:6]1[CH:10]=[C:2]([Br:1])[CH:3]=[CH:4][C:5]=1[F:11]. The catalyst class is: 139. (7) Reactant: [Cl:1][C:2]1[C:6]2[CH:7]=[CH:8][CH:9]=[CH:10][C:5]=2[S:4][C:3]=1[C:11]([OH:13])=O.CN(C(ON1N=[N:29][C:24]2[CH:25]=[CH:26][CH:27]=[N:28][C:23]1=2)=[N+](C)C)C.F[P-](F)(F)(F)(F)F.[CH:38](N(CC)C(C)C)(C)[CH3:39]. Product: [ClH:1].[N:28]12[CH2:27][CH2:26][CH:25]([CH2:38][CH2:39]1)[C@H:24]([NH:29][C:11]([C:3]1[S:4][C:5]3[CH:10]=[CH:9][CH:8]=[CH:7][C:6]=3[C:2]=1[Cl:1])=[O:13])[CH2:23]2. The catalyst class is: 3. (8) Reactant: [N:1]1([CH2:7][CH2:8][NH2:9])[CH2:6][CH2:5][CH2:4][CH2:3][CH2:2]1.C1C=CC2N(O)N=NC=2C=1.CCN=C=NCCCN(C)C.Cl.[C:32]1([C:49]2[CH:54]=[CH:53][CH:52]=[CH:51][CH:50]=2)[CH:37]=[CH:36][C:35]([C:38]([NH:40][C:41]2[CH:45]=[CH:44][S:43][C:42]=2[C:46](O)=[O:47])=[O:39])=[CH:34][CH:33]=1. Product: [C:32]1([C:49]2[CH:54]=[CH:53][CH:52]=[CH:51][CH:50]=2)[CH:33]=[CH:34][C:35]([C:38]([NH:40][C:41]2[CH:45]=[CH:44][S:43][C:42]=2[C:46]([NH:9][CH2:8][CH2:7][N:1]2[CH2:6][CH2:5][CH2:4][CH2:3][CH2:2]2)=[O:47])=[O:39])=[CH:36][CH:37]=1. The catalyst class is: 396. (9) Reactant: [C:1]([O:5][C:6]([NH:8][C@H:9]([CH2:13][C:14]1[CH:19]=[CH:18][C:17]([C:20]([F:23])([F:22])[F:21])=[CH:16][CH:15]=1)[C:10]([OH:12])=[O:11])=[O:7])([CH3:4])([CH3:3])[CH3:2].[H-].[Na+].[CH3:26]I.O. Product: [C:1]([O:5][C:6]([N:8]([CH3:26])[C@H:9]([CH2:13][C:14]1[CH:19]=[CH:18][C:17]([C:20]([F:21])([F:22])[F:23])=[CH:16][CH:15]=1)[C:10]([OH:12])=[O:11])=[O:7])([CH3:4])([CH3:2])[CH3:3]. The catalyst class is: 1. (10) Reactant: [NH3:1].C1COCC1.[CH3:7][N:8]1[CH:12]=[C:11]([S:13](Cl)(=[O:15])=[O:14])[C:10]([C:17]([F:20])([F:19])[F:18])=[N:9]1. Product: [CH3:7][N:8]1[CH:12]=[C:11]([S:13]([NH2:1])(=[O:15])=[O:14])[C:10]([C:17]([F:20])([F:19])[F:18])=[N:9]1. The catalyst class is: 22.